From a dataset of Forward reaction prediction with 1.9M reactions from USPTO patents (1976-2016). Predict the product of the given reaction. The product is: [Br:1][C:2]1[CH:3]=[C:4]([C:9]([O:11][CH3:12])=[O:10])[S:5][C:6]=1[C:7]#[N:16]. Given the reactants [Br:1][C:2]1[CH:3]=[C:4]([C:9]([O:11][CH3:12])=[O:10])[S:5][C:6]=1[CH:7]=O.Cl.NO.[N:16]1C=CC=CC=1.FC(F)(F)C(OC(=O)C(F)(F)F)=O, predict the reaction product.